Task: Predict the reactants needed to synthesize the given product.. Dataset: Full USPTO retrosynthesis dataset with 1.9M reactions from patents (1976-2016) (1) Given the product [O:7]1[C:11]2[CH:12]=[CH:13][CH:14]=[CH:15][C:10]=2[CH:9]=[C:8]1[CH:16]1[CH2:17][CH2:18][C:19]([CH3:1])([CH:22]=[O:23])[CH2:20][CH2:21]1, predict the reactants needed to synthesize it. The reactants are: [CH3:1]C(C)([O-])C.[K+].[O:7]1[C:11]2[CH:12]=[CH:13][CH:14]=[CH:15][C:10]=2[CH:9]=[C:8]1[CH:16]1[CH2:21][CH2:20][CH:19]([CH:22]=[O:23])[CH2:18][CH2:17]1.IC. (2) Given the product [ClH:1].[CH2:7]([O:9][C:10](=[O:28])[CH2:11][CH2:12][NH:13][C:14]1[N:19]=[C:18]([N:20]([O:22][CH3:23])[CH3:21])[N:17]=[C:16]([NH:24][CH2:25][C:26]#[CH:27])[N:15]=1)[CH3:8], predict the reactants needed to synthesize it. The reactants are: [ClH:1].C(OCC)C.[CH2:7]([O:9][C:10](=[O:28])[CH2:11][CH2:12][NH:13][C:14]1[N:19]=[C:18]([N:20]([O:22][CH3:23])[CH3:21])[N:17]=[C:16]([NH:24][CH2:25][C:26]#[CH:27])[N:15]=1)[CH3:8]. (3) Given the product [CH3:2][C:3]1[CH:8]=[C:7]([CH3:9])[N:6]=[C:5]([C:10](=[N:11][OH:12])[C:18]#[N:20])[CH:4]=1, predict the reactants needed to synthesize it. The reactants are: Cl.[CH3:2][C:3]1[CH:8]=[C:7]([CH3:9])[N:6]=[C:5]([C:10](Cl)=[N:11][OH:12])[CH:4]=1.C(Cl)(Cl)Cl.[CH2:18]([N:20](CC)CC)C.[C-]#N.[Na+]. (4) Given the product [F:1][C:2]([F:7])([F:6])[C:3]([OH:5])=[O:4].[CH2:8]([O:13][C:14]1([C:25]2[CH:30]=[CH:29][CH:28]=[CH:27][CH:26]=2)[CH2:17][NH:16][CH2:15]1)[CH2:9][CH2:10][CH2:11][CH3:12], predict the reactants needed to synthesize it. The reactants are: [F:1][C:2]([F:7])([F:6])[C:3]([OH:5])=[O:4].[CH2:8]([O:13][C:14]1([C:25]2[CH:30]=[CH:29][CH:28]=[CH:27][CH:26]=2)[CH2:17][N:16](C(OC(C)(C)C)=O)[CH2:15]1)[CH2:9][CH2:10][CH2:11][CH3:12].